This data is from Full USPTO retrosynthesis dataset with 1.9M reactions from patents (1976-2016). The task is: Predict the reactants needed to synthesize the given product. Given the product [Cl:19][CH2:15][C:6]1[CH:7]=[CH:8][C:9]([O:10][C:11]([F:14])([F:13])[F:12])=[C:4]([N+:1]([O-:3])=[O:2])[CH:5]=1, predict the reactants needed to synthesize it. The reactants are: [N+:1]([C:4]1[CH:5]=[C:6]([CH2:15]O)[CH:7]=[CH:8][C:9]=1[O:10][C:11]([F:14])([F:13])[F:12])([O-:3])=[O:2].S(Cl)([Cl:19])=O.